The task is: Predict the reaction yield, written as a fraction of the theoretical maximum amount of product (1.0 means a 100% yield; for example, 0.34 means a 34% yield).. This data is from Reaction yield outcomes from USPTO patents with 853,638 reactions. (1) The reactants are C([O:4][C@@H:5]1[C@H:9]([O:10]C(=O)C)[C@@:8]([CH3:24])([CH2:14][O:15]C(=O)C2C=CC=CC=2)[O:7][C@H:6]1[N:25]1[CH:33]=[N:32][C:31]2[C:26]1=[N:27][CH:28]=[N:29][C:30]=2[NH2:34])(=O)C. The catalyst is N. The product is [CH3:24][C@:8]1([CH2:14][OH:15])[O:7][C@@H:6]([N:25]2[CH:33]=[N:32][C:31]3[C:26]2=[N:27][CH:28]=[N:29][C:30]=3[NH2:34])[C@H:5]([OH:4])[C@@H:9]1[OH:10]. The yield is 0.950. (2) The reactants are [CH3:1][O:2][C:3]1[CH:11]=[C:10]([C:12]2[CH:17]=[CH:16][CH:15]=[CH:14][CH:13]=2)[CH:9]=[CH:8][C:4]=1[C:5]([OH:7])=O.[F:18][C:19]([F:32])([F:31])[C:20]1[CH:21]=[C:22]([CH:24]=[C:25]([C:27]([F:30])([F:29])[F:28])[CH:26]=1)[NH2:23]. The yield is 0.975. The product is [F:18][C:19]([F:31])([F:32])[C:20]1[CH:21]=[C:22]([NH:23][C:5](=[O:7])[C:4]2[CH:8]=[CH:9][C:10]([C:12]3[CH:17]=[CH:16][CH:15]=[CH:14][CH:13]=3)=[CH:11][C:3]=2[O:2][CH3:1])[CH:24]=[C:25]([C:27]([F:28])([F:30])[F:29])[CH:26]=1. No catalyst specified. (3) The reactants are Cl[C:2]1[N:7]=[C:6]([NH:8][C:9]2[NH:10][N:11]=[C:12]([O:14][CH:15]([CH3:17])[CH3:16])[CH:13]=2)[CH:5]=[CH:4][N:3]=1.[O:18]1[CH2:22][CH2:21][CH2:20][CH:19]1[C:23]1[CH:27]=[C:26]([CH2:28][NH2:29])[O:25][N:24]=1. The catalyst is COCCO.CN(C=O)C. The product is [O:18]1[CH2:22][CH2:21][CH2:20][CH:19]1[C:23]1[CH:27]=[C:26]([CH2:28][NH:29][C:2]2[N:7]=[C:6]([NH:8][C:9]3[NH:10][N:11]=[C:12]([O:14][CH:15]([CH3:17])[CH3:16])[CH:13]=3)[CH:5]=[CH:4][N:3]=2)[O:25][N:24]=1. The yield is 0.120.